Dataset: Experimentally validated miRNA-target interactions with 360,000+ pairs, plus equal number of negative samples. Task: Binary Classification. Given a miRNA mature sequence and a target amino acid sequence, predict their likelihood of interaction. (1) The miRNA is hsa-miR-218-5p with sequence UUGUGCUUGAUCUAACCAUGU. The protein sequence of the target gene is MAALTTLFKYIDENQDRYIKKLAKWVAIQSVSAWPEKRGEIRRMMEVAAADVKQLGGSVELVDIGKQKLPDGSEIPLPPILLGRLGSDPQKKTVCIYGHLDVQPAALEDGWDSEPFTLVERDGKLYGRGSTDDKGPVAGWINALEAYQKTGQEIPVNVRFCLEGMEESGSEGLDELIFARKDTFFKDVDYVCISDNYWLGKKKPCITYGLRGICYFFIEVECSNKDLHSGVYGGSVHEAMTDLILLMGSLVDKRGNILIPGINEAVAAVTEEEHKLYDDIDFDIEEFAKDVGAQILLHSH.... Result: 1 (interaction). (2) The miRNA is cel-miR-256 with sequence UGGAAUGCAUAGAAGACUGUA. The protein sequence of the target gene is MKFTLGLGSRAWRVSWERAAAAAAGPGAGGALGSGSLRVSSRRGPRLARALPLCLSGGGGARALPDCAGPSPRRSGARQLAGPRAMEQTYGEVNQLGGVFVNGRPLPNAIRLRIVELAQLGIRPCDISRQLRVSHGCVSKILARYNETGSILPGAIGGSKPRVTTPNVVKHIRDYKQGDPGIFAWEIRDRLLADGVCDKYNVPSVSSISRILRNKIGSLAQPGPYEASKQPPPQPALPYNHIYQYPYPSPVSPTGTKMGTHPGVPGSAGHVSIPRSWPSAHSVSNILGIRTFMEQTGALA.... Result: 0 (no interaction). (3) The miRNA is mmu-miR-875-5p with sequence UAUACCUCAGUUUUAUCAGGUG. The protein sequence of the target gene is MSPLECSECFGDQLLHRTYTWQLTLHSRPNYTRKRDTRSESLEIPISVVLPQRGTAEPFPRLHNLYSTPRCAQQAALPRLSRRMASQHSYPLNRFSSVPLDPMERPMSQADLELDYNPPRVQLSDEMFVFQDGRWVNENCRLQSPYFSPSASFHHKLHHKRLAKECMLQEENKSLREENKALREENRMLSKENKILQVFWEEHKASLGREESRAPSPLLHKDSASLEVVKKDHVALQVPRGKEDSTLQLLREENRALQQLLEQKQAYWAQAEDTAAPAEESKPAPSPHEEPCSPGLLQDQ.... Result: 0 (no interaction). (4) The miRNA is mmu-miR-6974-3p with sequence UCUCCACUCUCUUCUGUCCCAG. The protein sequence of the target gene is MADLEAVLADVSYLMAMEKSKATPAARASKKILLPEPSIRSVMQKYLEDRGEVTFEKIFSQKLGYLLFRDFCLNHLEEAKPLVEFYEEIKKYEKLETEEERVVRSREIFDSYIMKELLACSHPFSKNATEHVQGHLVKKQVPPDLFQPYIEEICQNLRGDVFQKFIESDKFTRFCQWKNVELNIHLTMNDFSVHRIIGRGGFGEVYGCRKADTGKMYAMKCLDKKRIKMKQGETLALNERIMLSLVSTGDCPFIVCMSYAFHTPDKLSFILDLMNGGDLHYHLSQHGVFSEADMRFYAAE.... Result: 0 (no interaction). (5) The miRNA is hsa-miR-4426 with sequence GAAGAUGGACGUACUUU. The protein sequence of the target gene is MVWDRQTKMEYEWKPDEQGLQQILQLLKESQSPDTTIQRTVQQKLEQLNQYPDFNNYLIFVLTKLKSEDEPTRSLSGLILKNNVKAHFQNFPNGVTDFIKSECLNNIGDSSPLIRATVGILITTIASKGELQNWPDLLPKLCSLLDSEDYNTCEGAFGALQKICEDSAEILDSDVLDRPLNIMIPKFLQFFKHSSPKIRSHAVACVNQFIISRTQALMLHIDSFIENLFALAGDEEPEVRKNVCRALVMLLEVRMDRLLPHMHNIVEYMLQRTQDQDENVALEACEFWLTLAEQPICKDV.... Result: 1 (interaction). (6) The miRNA is mmu-miR-30d-5p with sequence UGUAAACAUCCCCGACUGGAAG. The protein sequence of the target gene is MLSSGDLTSASWELVVRVDHANGEQQTEITLRVSGDLHIGGVMLKLVEQMNIAQDWSDYALWWEQKRCWLLKTHWTLDKCGVQADANLLFTPQHKMLRLRLPNAKTVRLRVSFSAVVFKAVADICKVLNIRRPEELSLLKPSSDYCKKKKKKEKNSKEPVIEDILNLESSSTSSGSPVSPGLYSKTMTPTYDPINGTPALSTMTWFGDSPLTEQNCSVLAFSQPPPSPDVLADMFQPRSLVDKAKMNAGWLDSSRSLMEQSIQEDEQLQLRFKYYTFFDLNPKYDAVRINQLYEQARWAV.... Result: 0 (no interaction). (7) The miRNA is rno-miR-382-5p with sequence GAAGUUGUUCGUGGUGGAUUCG. The protein sequence of the target gene is MAGAATGSRTPGRSELVEGCGWRCPEHGDRVAELFCRRCRRCVCALCPVLGAHRGHPVGLALEAAVHVQKLSQECLKQLAIKKQQHIDNITQIEDATEKLKANAESSKTWLKGKFTELRLLLDEEEALAKKFIDKNTQLTLQVYREQADSCREQLDIMNDLSNRVWSISQEPDPVQRLQAYTATEQEMQQQMSLGELCHPVPLSFEPVKSFFKGLVEAVESTLQTPLDIRLKESINCQLSDPSSTKPGTLLKTSPSPERSLLLKYARTPTLDPDTMHARLRLSADRLTVRCGLLGSLGPV.... Result: 0 (no interaction).